From a dataset of Full USPTO retrosynthesis dataset with 1.9M reactions from patents (1976-2016). Predict the reactants needed to synthesize the given product. (1) Given the product [CH3:31][O:30][C:24]1[CH:23]=[C:22]([CH:27]=[CH:26][C:25]=1[O:28][CH3:29])[CH2:21][N:17]1[CH2:18][CH2:19][CH2:20][N:15]([C:12]2[CH:13]=[CH:14][C:9]([O:8][C:5]3[CH:4]=[CH:3][C:2]([C:35]#[C:34][C:36]4[CH:41]=[CH:40][C:39]([C:42]([F:43])([F:44])[F:45])=[CH:38][CH:37]=4)=[CH:7][N:6]=3)=[C:10]([CH3:33])[CH:11]=2)[C:16]1=[O:32], predict the reactants needed to synthesize it. The reactants are: Br[C:2]1[CH:3]=[CH:4][C:5]([O:8][C:9]2[CH:14]=[CH:13][C:12]([N:15]3[CH2:20][CH2:19][CH2:18][N:17]([CH2:21][C:22]4[CH:27]=[CH:26][C:25]([O:28][CH3:29])=[C:24]([O:30][CH3:31])[CH:23]=4)[C:16]3=[O:32])=[CH:11][C:10]=2[CH3:33])=[N:6][CH:7]=1.[C:34]([C:36]1[CH:41]=[CH:40][C:39]([C:42]([F:45])([F:44])[F:43])=[CH:38][CH:37]=1)#[CH:35].C(N(CC)CC)C.O. (2) Given the product [CH3:29][O:4][P:3]([CH2:6][CH2:7][CH2:8][C:9]1([CH3:28])[CH2:18][CH2:17][C:16]2[C:11](=[C:12]3[CH:26]4[CH2:27][CH:23]([CH2:24][CH2:25]4)[C:13]3=[C:14]([OH:19])[CH:15]=2)[O:10]1)(=[O:5])[O:2][CH3:1], predict the reactants needed to synthesize it. The reactants are: [CH3:1][O:2][P:3]([CH2:6][CH2:7][CH2:8][C:9]1([CH3:28])[CH2:18][CH2:17][C:16]2[C:11](=[C:12]3[CH:26]4[CH2:27][CH:23]([CH2:24][CH2:25]4)[C:13]3=[C:14]([O:19]COC)[CH:15]=2)[O:10]1)(=[O:5])[OH:4].[CH3:29]O. (3) Given the product [Cl:1][C:2]1[CH:10]=[C:9]2[C:5]([C@@:6]3([C@H:16]([CH:17]([CH3:18])[CH3:19])[CH2:15][C:14](=[O:20])[NH:28][CH2:13][C@@H:12]3[C:21]3[CH:26]=[CH:25][CH:24]=[C:23]([Cl:27])[CH:22]=3)[C:7](=[O:11])[NH:8]2)=[CH:4][CH:3]=1, predict the reactants needed to synthesize it. The reactants are: [Cl:1][C:2]1[CH:10]=[C:9]2[C:5]([C:6]3([CH:16]([CH:17]([CH3:19])[CH3:18])[CH2:15][C:14](=[O:20])[CH2:13][CH:12]3[C:21]3[CH:26]=[CH:25][CH:24]=[C:23]([Cl:27])[CH:22]=3)[C:7](=[O:11])[NH:8]2)=[CH:4][CH:3]=1.[NH2:28]O.Cl.[OH-].[Na+].C1(C)C=CC(S(Cl)(=O)=O)=CC=1. (4) The reactants are: [Br:1][C:2]1[CH:7]=[CH:6][C:5]([C:8]2([CH3:12])[CH2:11][NH:10][CH2:9]2)=[CH:4][CH:3]=1.CCN(CC)CC.[C:20](Cl)(=[O:22])[CH3:21]. Given the product [Br:1][C:2]1[CH:3]=[CH:4][C:5]([C:8]2([CH3:12])[CH2:9][N:10]([C:20](=[O:22])[CH3:21])[CH2:11]2)=[CH:6][CH:7]=1, predict the reactants needed to synthesize it. (5) Given the product [Br:31][C:16]1[CH:15]=[C:14]2[C:19]([C:20]([C:21]3[CH:26]=[CH:25][C:24]([CH3:27])=[C:23]([CH3:28])[CH:22]=3)=[C:11]([CH:6]([O:5][C:1]([CH3:3])([CH3:4])[CH3:2])[C:7]([O:9][CH3:10])=[O:8])[N:12]([CH3:30])[C:13]2=[O:29])=[CH:18][CH:17]=1, predict the reactants needed to synthesize it. The reactants are: [C:1]([O:5][CH:6]([C:11]1[N:12]([CH3:30])[C:13](=[O:29])[C:14]2[C:19]([C:20]=1[C:21]1[CH:26]=[CH:25][C:24]([CH3:27])=[C:23]([CH3:28])[CH:22]=1)=[CH:18][CH:17]=[CH:16][CH:15]=2)[C:7]([O:9][CH3:10])=[O:8])([CH3:4])([CH3:3])[CH3:2].[Br:31]Br. (6) Given the product [CH2:8]([O:7][C:5](=[O:6])[C:4]1[CH:10]=[CH:11][C:12]([N:13]([CH2:17][CH:18]([CH3:20])[CH3:19])[CH2:14][CH2:15][CH3:16])=[C:2]([NH:1][S:29]([CH3:28])(=[O:31])=[O:30])[CH:3]=1)[CH3:9], predict the reactants needed to synthesize it. The reactants are: [NH2:1][C:2]1[CH:3]=[C:4]([CH:10]=[CH:11][C:12]=1[N:13]([CH2:17][CH:18]([CH3:20])[CH3:19])[CH2:14][CH2:15][CH3:16])[C:5]([O:7][CH2:8][CH3:9])=[O:6].C(N(CC)CC)C.[CH3:28][S:29](Cl)(=[O:31])=[O:30]. (7) Given the product [C:1]([O:5][C:6](=[O:22])[NH:7][C:8]1[CH:13]=[C:12]([N:14]([CH3:18])[CH2:15][CH2:16][CH3:17])[C:11]([C:19]#[N:20])=[CH:10][C:9]=1[NH:21][C:28](=[O:27])[CH2:29][C:30]([C:32]1[CH:37]=[CH:36][CH:35]=[C:34]([C:38]2[O:42][N:41]=[C:40]([CH3:43])[CH:39]=2)[CH:33]=1)=[O:31])([CH3:2])([CH3:3])[CH3:4], predict the reactants needed to synthesize it. The reactants are: [C:1]([O:5][C:6](=[O:22])[NH:7][C:8]1[CH:13]=[C:12]([N:14]([CH3:18])[CH2:15][CH2:16][CH3:17])[C:11]([C:19]#[N:20])=[CH:10][C:9]=1[NH2:21])([CH3:4])([CH3:3])[CH3:2].C([O:27][C:28](=O)[CH2:29][C:30]([C:32]1[CH:37]=[CH:36][CH:35]=[C:34]([C:38]2[O:42][N:41]=[C:40]([CH3:43])[CH:39]=2)[CH:33]=1)=[O:31])(C)(C)C. (8) The reactants are: FC(F)(F)S(O[C:7]1[C:15]2[C:10](=[CH:11][N:12]=[CH:13][CH:14]=2)[O:9][C:8]=1[C:16]1[N:21]=[CH:20][CH:19]=[CH:18][N:17]=1)(=O)=O.[NH2:24][C:25]1[CH:33]=[CH:32][CH:31]=[C:30]2[C:26]=1[C:27]([Cl:41])=[N:28][N:29]2[C:34]([O:36][C:37]([CH3:40])([CH3:39])[CH3:38])=[O:35].CC1(C)C2C(=C(P(C3C=CC=CC=3)C3C=CC=CC=3)C=CC=2)OC2C(P(C3C=CC=CC=3)C3C=CC=CC=3)=CC=CC1=2.[O-]P([O-])([O-])=O.[K+].[K+].[K+]. Given the product [Cl:41][C:27]1[C:26]2[C:30](=[CH:31][CH:32]=[CH:33][C:25]=2[NH:24][C:7]2[C:15]3[C:10](=[CH:11][N:12]=[CH:13][CH:14]=3)[O:9][C:8]=2[C:16]2[N:21]=[CH:20][CH:19]=[CH:18][N:17]=2)[N:29]([C:34]([O:36][C:37]([CH3:40])([CH3:39])[CH3:38])=[O:35])[N:28]=1, predict the reactants needed to synthesize it. (9) Given the product [CH3:8][O:9][CH2:10][CH2:11][N:12]1[CH:6]([C:2]2[S:1][CH:5]=[CH:4][CH:3]=2)[CH:14]([C:13]([NH:35][C:34]2[CH:33]=[CH:32][C:31]([C:29]3[O:30][C:26]([CH3:25])=[N:27][N:28]=3)=[CH:37][CH:36]=2)=[O:24])[C:15]2[C:16](=[CH:20][CH:21]=[CH:22][CH:23]=2)[C:17]1=[O:19], predict the reactants needed to synthesize it. The reactants are: [S:1]1[CH:5]=[CH:4][CH:3]=[C:2]1[CH:6]=O.[CH3:8][O:9][CH2:10][CH2:11][NH2:12].[C:13]1(=[O:24])[O:19][C:17](=O)[C:16]2=[CH:20][CH:21]=[CH:22][CH:23]=[C:15]2[CH2:14]1.[CH3:25][C:26]1[O:30][C:29]([C:31]2[CH:37]=[CH:36][C:34]([NH2:35])=[CH:33][CH:32]=2)=[N:28][N:27]=1.